This data is from Catalyst prediction with 721,799 reactions and 888 catalyst types from USPTO. The task is: Predict which catalyst facilitates the given reaction. (1) Reactant: [Cl:1][C:2]1[CH:10]=[CH:9][CH:8]=[C:7]2[C:3]=1[C:4]([C:15]([OH:17])=O)=[CH:5][N:6]2[CH2:11][CH2:12][O:13][CH3:14].[S:18]1[C:22]2[CH:23]=[CH:24][CH:25]=[CH:26][C:21]=2[N:20]=[C:19]1[CH2:27][NH2:28].Cl.CN(C)CCCN=C=NCC.N1(O)C2C=CC=CC=2N=N1.CCN(C(C)C)C(C)C. Product: [S:18]1[C:22]2[CH:23]=[CH:24][CH:25]=[CH:26][C:21]=2[N:20]=[C:19]1[CH2:27][NH:28][C:15]([C:4]1[C:3]2[C:7](=[CH:8][CH:9]=[CH:10][C:2]=2[Cl:1])[N:6]([CH2:11][CH2:12][O:13][CH3:14])[CH:5]=1)=[O:17]. The catalyst class is: 3. (2) Reactant: [CH2:1]([N:3]([C:30]1[CH:35]=[CH:34][C:33]([O:36][CH3:37])=[CH:32][CH:31]=1)[C:4](=[O:29])[C@@H:5]([NH:13][C:14]([NH:16][S:17]([C:20]1[CH:25]=[CH:24][CH:23]=[CH:22][C:21]=1[N+:26]([O-])=O)(=[O:19])=[O:18])=[O:15])[CH2:6][C:7]1[CH:12]=[CH:11][CH:10]=[CH:9][CH:8]=1)[CH3:2]. Product: [NH2:26][C:21]1[CH:22]=[CH:23][CH:24]=[CH:25][C:20]=1[S:17]([NH:16][C:14](=[O:15])[NH:13][C@@H:5]([CH2:6][C:7]1[CH:8]=[CH:9][CH:10]=[CH:11][CH:12]=1)[C:4]([N:3]([CH2:1][CH3:2])[C:30]1[CH:35]=[CH:34][C:33]([O:36][CH3:37])=[CH:32][CH:31]=1)=[O:29])(=[O:19])=[O:18]. The catalyst class is: 43. (3) Reactant: [Cl:1][C:2]1[N:10](CC=C)[C:9]2[C:8](=[O:14])[NH:7][C:6](=[O:15])[N:5]([CH2:16][CH2:17][CH2:18][CH2:19][F:20])[C:4]=2[N:3]=1.C(O)(=O)C.C1([SiH3])C=CC=CC=1. Product: [Cl:1][C:2]1[NH:10][C:9]2[C:8](=[O:14])[NH:7][C:6](=[O:15])[N:5]([CH2:16][CH2:17][CH2:18][CH2:19][F:20])[C:4]=2[N:3]=1. The catalyst class is: 532. (4) Reactant: [C:1]([O:5][C:6](=[O:12])[NH:7][C@H:8]([CH3:11])[CH2:9][OH:10])([CH3:4])([CH3:3])[CH3:2].C(Cl)(=O)C(Cl)=O.CS(C)=O. Product: [C:1]([O:5][C:6](=[O:12])[NH:7][CH:8]([CH3:11])[CH:9]=[O:10])([CH3:4])([CH3:2])[CH3:3]. The catalyst class is: 2. (5) Reactant: [C:1](Cl)(=[O:5])[C:2](Cl)=O.CN(C=O)C.[F:12][C:13]1[CH:14]=[C:15]2[C:19](=[CH:20][C:21]=1[C:22]#[N:23])[NH:18][CH:17]=C2.[OH-].[Na+]. Product: [F:12][C:13]1[CH:14]=[C:15]2[C:19](=[CH:20][C:21]=1[C:22]#[N:23])[NH:18][CH:17]=[C:2]2[CH:1]=[O:5]. The catalyst class is: 2. (6) Reactant: [CH:1]1([C:4]2[CH:10]=[C:9]([CH3:11])[C:7]([NH2:8])=[C:6]([CH3:12])[CH:5]=2)[CH2:3][CH2:2]1.[CH:1]1([C:4]2[CH:5]=[C:6]([CH3:12])[C:7]([NH2:8])=[C:9]([CH3:11])[CH:10]=2)[CH2:3][CH2:2]1.N1C=CC=CC=1.[C:31](Cl)(Cl)=[O:32].Cl. The catalyst class is: 390. Product: [CH:1]1([C:4]2[CH:10]=[C:9]([CH3:11])[C:7]([N:8]=[C:31]=[O:32])=[C:6]([CH3:12])[CH:5]=2)[CH2:3][CH2:2]1. (7) Reactant: [N+:1]([C:4]1[CH:12]=[CH:11][C:7]([C:8]([OH:10])=[O:9])=[C:6]([C:13]2[CH:18]=[CH:17][CH:16]=[CH:15][CH:14]=2)[CH:5]=1)([O-])=O.O.O.[Sn](Cl)[Cl:22].O.C([O-])(O)=O.[Na+]. Product: [ClH:22].[NH2:1][C:4]1[CH:12]=[CH:11][C:7]([C:8]([OH:10])=[O:9])=[C:6]([C:13]2[CH:14]=[CH:15][CH:16]=[CH:17][CH:18]=2)[CH:5]=1. The catalyst class is: 13.